Task: Predict the reactants needed to synthesize the given product.. Dataset: Retrosynthesis with 50K atom-mapped reactions and 10 reaction types from USPTO (1) Given the product CSc1sc(C(=N)NC(=O)OC(C)(C)C)cc1S(=O)(=O)c1cccc(-c2cccc(C(O)C(F)(F)F)c2)c1, predict the reactants needed to synthesize it. The reactants are: CC1(C)OB(c2cccc(C(O)C(F)(F)F)c2)OC1(C)C.CSc1sc(C(=N)NC(=O)OC(C)(C)C)cc1S(=O)(=O)c1cccc(Br)c1. (2) Given the product COc1ccc(Nc2nccs2)cc1, predict the reactants needed to synthesize it. The reactants are: COc1ccc(NC(N)=S)cc1.O=CCCl. (3) Given the product CCS(=O)(=O)N1CCC(c2c[nH]c3c(C(N)=O)cc(-c4ccc(CNCCCOC)s4)cc23)CC1, predict the reactants needed to synthesize it. The reactants are: CCS(=O)(=O)N1CCC(c2c[nH]c3c(C(N)=O)cc(Br)cc23)CC1.COCCCNCc1ccc(B(O)O)s1. (4) Given the product Nc1ncc(Cl)c(Nc2cc(I)ccc2OC2CCOCC2)n1, predict the reactants needed to synthesize it. The reactants are: Nc1cc(I)ccc1OC1CCOCC1.Nc1ncc(Cl)c(Cl)n1. (5) Given the product Cc1c(C(=O)O)[nH]c(C(N)=O)c1S(=O)(=O)N1CCCC1, predict the reactants needed to synthesize it. The reactants are: CCOC(=O)c1[nH]c(C(N)=O)c(S(=O)(=O)N2CCCC2)c1C.